The task is: Regression. Given a peptide amino acid sequence and an MHC pseudo amino acid sequence, predict their binding affinity value. This is MHC class I binding data.. This data is from Peptide-MHC class I binding affinity with 185,985 pairs from IEDB/IMGT. The peptide sequence is YLRLYIILAR. The MHC is HLA-A03:01 with pseudo-sequence HLA-A03:01. The binding affinity (normalized) is 0.531.